Dataset: Full USPTO retrosynthesis dataset with 1.9M reactions from patents (1976-2016). Task: Predict the reactants needed to synthesize the given product. (1) Given the product [NH2:1][C:2]1[S:3][C:4]([C:17]2[CH:22]=[CH:21][CH:20]=[C:19]([F:23])[CH:18]=2)=[C:5]([C:7]([N:9]2[C@H:14]([CH2:15][NH:16][C:33]([C:32]3[CH:31]=[CH:30][CH:29]=[C:28]4[O:24][CH2:25][CH2:26][C:27]=34)=[O:34])[CH2:13][C@H:12]3[C@@H:10]2[CH2:11]3)=[O:8])[N:6]=1, predict the reactants needed to synthesize it. The reactants are: [NH2:1][C:2]1[S:3][C:4]([C:17]2[CH:22]=[CH:21][CH:20]=[C:19]([F:23])[CH:18]=2)=[C:5]([C:7]([N:9]2[C@H:14]([CH2:15][NH2:16])[CH2:13][C@H:12]3[C@@H:10]2[CH2:11]3)=[O:8])[N:6]=1.[O:24]1[C:28]2=[CH:29][CH:30]=[CH:31][C:32]([C:33](O)=[O:34])=[C:27]2[CH2:26][CH2:25]1. (2) Given the product [Cl:12][C:5]1[N:4]=[N:3][C:2]([NH:14][C:13](=[O:20])[O:15][C:16]([CH3:19])([CH3:18])[CH3:17])=[C:7]([C:8]([F:11])([F:10])[F:9])[CH:6]=1, predict the reactants needed to synthesize it. The reactants are: Cl[C:2]1[N:3]=[N:4][C:5]([Cl:12])=[CH:6][C:7]=1[C:8]([F:11])([F:10])[F:9].[C:13](=[O:20])([O:15][C:16]([CH3:19])([CH3:18])[CH3:17])[NH2:14].C(=O)([O-])[O-].[Cs+].[Cs+].CC1(C)C2C(=C(P(C3C=CC=CC=3)C3C=CC=CC=3)C=CC=2)OC2C(P(C3C=CC=CC=3)C3C=CC=CC=3)=CC=CC1=2. (3) Given the product [F:21][C:22]1[CH:27]=[C:26]([C:2]2[CH:7]=[C:6]([O:8][CH2:9][C:10]3[N:15]=[CH:14][C:13]([C:16]#[N:17])=[CH:12][CH:11]=3)[N:5]=[C:4]3[CH2:18][CH2:19][CH2:20][C:3]=23)[CH:25]=[N:24][CH:23]=1, predict the reactants needed to synthesize it. The reactants are: Cl[C:2]1[CH:7]=[C:6]([O:8][CH2:9][C:10]2[N:15]=[CH:14][C:13]([C:16]#[N:17])=[CH:12][CH:11]=2)[N:5]=[C:4]2[CH2:18][CH2:19][CH2:20][C:3]=12.[F:21][C:22]1[CH:23]=[N:24][CH:25]=[C:26](B2OC(C)(C)C(C)(C)O2)[CH:27]=1. (4) Given the product [CH3:1][O:2][C:3]1[CH:8]=[CH:7][C:6]([O:9][CH3:10])=[CH:5][C:4]=1[C:15]1[N:20]=[C:19]([NH2:21])[N:18]=[C:17]([NH:22][CH3:23])[CH:16]=1, predict the reactants needed to synthesize it. The reactants are: [CH3:1][O:2][C:3]1[CH:8]=[CH:7][C:6]([O:9][CH3:10])=[CH:5][C:4]=1B(O)O.I[C:15]1[N:20]=[C:19]([NH2:21])[N:18]=[C:17]([NH:22][CH3:23])[CH:16]=1. (5) Given the product [CH2:1]([O:8][C@@H:9]1[C@@H:21]([O:22][CH2:23][C:24]2[CH:29]=[CH:28][CH:27]=[CH:26][CH:25]=2)[C@H:20]([O:30][CH2:31][C:32]2[CH:37]=[CH:36][CH:35]=[CH:34][CH:33]=2)[C@@H:19]([CH2:38][O:39][C:46](=[O:48])[CH3:47])[O:18][C@H:10]1[S:11][C:12]1[CH:13]=[CH:14][CH:15]=[CH:16][CH:17]=1)[C:2]1[CH:7]=[CH:6][CH:5]=[CH:4][CH:3]=1, predict the reactants needed to synthesize it. The reactants are: [CH2:1]([O:8][C@@H:9]1[C@@H:21]([O:22][CH2:23][C:24]2[CH:29]=[CH:28][CH:27]=[CH:26][CH:25]=2)[C@H:20]([O:30][CH2:31][C:32]2[CH:37]=[CH:36][CH:35]=[CH:34][CH:33]=2)[C@@H:19]([CH2:38][OH:39])[O:18][C@H:10]1[S:11][C:12]1[CH:17]=[CH:16][CH:15]=[CH:14][CH:13]=1)[C:2]1[CH:7]=[CH:6][CH:5]=[CH:4][CH:3]=1.N1C=CC=CC=1.[C:46](OC(=O)C)(=[O:48])[CH3:47]. (6) Given the product [CH3:1][C:2]1[C:3]2[CH2:16][CH2:15][N:14]([C:17]([O:19][C:20]([CH3:23])([CH3:22])[CH3:21])=[O:18])[CH2:13][CH2:12][C:4]=2[CH:5]=[C:6]2[C:11]=1[N:10]([C:25]([O:27][CH2:28][CH3:29])=[O:26])[CH2:9][CH2:8][CH2:7]2, predict the reactants needed to synthesize it. The reactants are: [CH3:1][C:2]1[C:3]2[CH2:16][CH2:15][N:14]([C:17]([O:19][C:20]([CH3:23])([CH3:22])[CH3:21])=[O:18])[CH2:13][CH2:12][C:4]=2[CH:5]=[C:6]2[C:11]=1[NH:10][CH2:9][CH2:8][CH2:7]2.Cl[C:25]([O:27][CH2:28][CH3:29])=[O:26]. (7) Given the product [O:15]=[CH:14][CH2:13][CH2:12][CH2:11][CH2:10][CH2:9][NH:8][C:1](=[O:2])[O:3][C:4]([CH3:6])([CH3:5])[CH3:7], predict the reactants needed to synthesize it. The reactants are: [C:1]([NH:8][CH2:9][CH2:10][CH2:11][CH2:12][CH2:13][CH2:14][OH:15])([O:3][C:4]([CH3:7])([CH3:6])[CH3:5])=[O:2].CC1(C)N([O])C(C)(C)CCC1.[K+].[Br-].[O-]Cl.[Na+].[O-]S([O-])(=S)=O.[Na+].[Na+].